Task: Predict the reactants needed to synthesize the given product.. Dataset: Full USPTO retrosynthesis dataset with 1.9M reactions from patents (1976-2016) (1) Given the product [NH2:1][C:4]1[C:17]2[C:8](=[N:9][C:10]3[C:15]([C:16]=2[NH2:18])=[CH:14][CH:13]=[CH:12][CH:11]=3)[CH:7]=[CH:6][CH:5]=1, predict the reactants needed to synthesize it. The reactants are: [N+:1]([C:4]1[C:17]2[C:8](=[N:9][C:10]3[C:15]([C:16]=2[NH2:18])=[CH:14][CH:13]=[CH:12][CH:11]=3)[CH:7]=[CH:6][CH:5]=1)([O-])=O.C(OCC)(=O)C.C([O-])=O.[NH4+]. (2) The reactants are: [S:1](=[O:5])(=[O:4])([OH:3])[OH:2].[OH-:6].[Na+:7]. Given the product [S:1](=[O:3])(=[O:2])([OH:5])[OH:4].[OH:6][OH:2].[OH-:2].[Na+:7], predict the reactants needed to synthesize it. (3) Given the product [CH3:9][CH:10]([CH3:19])[CH:11]([C:13]1[CH:18]=[CH:17][CH:16]=[CH:15][CH:14]=1)/[N:12]=[CH:7]/[C:2]1[CH:3]=[CH:4][CH:5]=[CH:6][N:1]=1, predict the reactants needed to synthesize it. The reactants are: [N:1]1[CH:6]=[CH:5][CH:4]=[CH:3][C:2]=1[CH:7]=O.[CH3:9][CH:10]([CH3:19])[CH:11]([C:13]1[CH:18]=[CH:17][CH:16]=[CH:15][CH:14]=1)[NH2:12].O. (4) Given the product [C:22]([C:24]1[CH:29]=[CH:28][C:27]([CH2:30][C:31]([NH:1][C:2]2[CH:7]=[C:6]([C:8]([C:10]3[C:14]4[CH:15]=[N:16][CH:17]=[CH:18][C:13]=4[N:12]([CH:19]([CH3:21])[CH3:20])[CH:11]=3)=[O:9])[CH:5]=[CH:4][N:3]=2)=[O:32])=[CH:26][C:25]=1[C:34]([F:35])([F:37])[F:36])#[N:23], predict the reactants needed to synthesize it. The reactants are: [NH2:1][C:2]1[CH:7]=[C:6]([C:8]([C:10]2[C:14]3[CH:15]=[N:16][CH:17]=[CH:18][C:13]=3[N:12]([CH:19]([CH3:21])[CH3:20])[CH:11]=2)=[O:9])[CH:5]=[CH:4][N:3]=1.[C:22]([C:24]1[CH:29]=[CH:28][C:27]([CH2:30][C:31](O)=[O:32])=[CH:26][C:25]=1[C:34]([F:37])([F:36])[F:35])#[N:23]. (5) The reactants are: [CH3:1][C:2]1([CH3:9])[C@@H:7]([OH:8])[C:5](=[O:6])[O:4][CH2:3]1.[H-].[Al+3].[Li+].[H-].[H-].[H-].[OH-].[Na+].[H][H]. Given the product [CH3:1][C:2]([CH3:9])([CH2:3][OH:4])[C@@H:7]([OH:8])[CH2:5][OH:6], predict the reactants needed to synthesize it. (6) Given the product [ClH:1].[NH2:8][C@H:9]1[CH2:12][C@H:11]([N:13]2[C:17]3=[N:18][CH:19]=[CH:20][CH:21]=[C:16]3[N:15]([CH3:22])[C:14]2=[O:23])[CH2:10]1, predict the reactants needed to synthesize it. The reactants are: [ClH:1].C(OC(=O)[NH:8][C@H:9]1[CH2:12][C@H:11]([N:13]2[C:17]3=[N:18][CH:19]=[CH:20][CH:21]=[C:16]3[N:15]([CH3:22])[C:14]2=[O:23])[CH2:10]1)(C)(C)C.